From a dataset of Catalyst prediction with 721,799 reactions and 888 catalyst types from USPTO. Predict which catalyst facilitates the given reaction. (1) Reactant: C[O:2][C:3](=O)[CH2:4][CH2:5][CH2:6][C:7]1[S:30][C:10]2=[N:11][CH:12]=[C:13]([C:28]#[N:29])[C:14]([NH:15][C:16]3[CH:21]=[C:20]([O:22][CH3:23])[C:19]([O:24][CH3:25])=[C:18]([O:26][CH3:27])[CH:17]=3)=[C:9]2[CH:8]=1.[BH4-].[Li+].CO. Product: [OH:2][CH2:3][CH2:4][CH2:5][CH2:6][C:7]1[S:30][C:10]2=[N:11][CH:12]=[C:13]([C:28]#[N:29])[C:14]([NH:15][C:16]3[CH:17]=[C:18]([O:26][CH3:27])[C:19]([O:24][CH3:25])=[C:20]([O:22][CH3:23])[CH:21]=3)=[C:9]2[CH:8]=1. The catalyst class is: 7. (2) Reactant: [N+:1]([C:4]1[CH:5]=[C:6]([C:13]2[CH:14]=[N:15][CH:16]=[CH:17][CH:18]=2)[C:7]2[O:11][CH2:10][CH2:9][C:8]=2[CH:12]=1)([O-])=O.[Sn].O.[OH-].[Na+]. Product: [NH2:1][C:4]1[CH:5]=[C:6]([C:13]2[CH:14]=[N:15][CH:16]=[CH:17][CH:18]=2)[C:7]2[O:11][CH2:10][CH2:9][C:8]=2[CH:12]=1. The catalyst class is: 361. (3) Reactant: C(OC(=O)[NH:5][C:6]1[CH:15]=[C:14]2[C:9]([CH2:10][CH2:11][N:12]=[C:13]2[C:16]2([C:20]3[CH:25]=[CH:24][C:23]([Cl:26])=[CH:22][CH:21]=3)[CH2:19][CH2:18][CH2:17]2)=[CH:8][CH:7]=1)C.[OH-].[K+]. Product: [Cl:26][C:23]1[CH:22]=[CH:21][C:20]([C:16]2([C:13]3[C:14]4[C:9](=[CH:8][CH:7]=[C:6]([NH2:5])[CH:15]=4)[CH2:10][CH2:11][N:12]=3)[CH2:19][CH2:18][CH2:17]2)=[CH:25][CH:24]=1. The catalyst class is: 40. (4) The catalyst class is: 29. Product: [CH3:1][C:2]1[CH:3]=[C:4]([CH:18]=[C:19]([CH3:21])[CH:20]=1)[O:5][C:6]1[C:11]([CH2:12][CH3:13])=[C:10]([CH3:14])[NH:9][C:8](=[O:15])[C:7]=1[CH2:16][CH3:17]. Reactant: [CH3:1][C:2]1[CH:3]=[C:4]([CH:18]=[C:19]([CH3:21])[CH:20]=1)[O:5][C:6]1[C:11]([CH2:12][CH3:13])=[C:10]([CH3:14])[NH:9][C:8](=[O:15])[C:7]=1[CH:16]=[CH2:17]. (5) The catalyst class is: 1. Product: [F:32][CH2:2][CH2:3][O:4][C:5]([N:7]1[CH2:12][CH2:11][CH:10]([NH:13][C:14]([C:16]2[C:20]([NH:21][C:22](=[O:31])[C:23]3[C:28]([Cl:29])=[CH:27][CH:26]=[CH:25][C:24]=3[Cl:30])=[CH:19][NH:18][N:17]=2)=[O:15])[CH2:9][CH2:8]1)=[O:6]. Reactant: Br[CH2:2][CH2:3][O:4][C:5]([N:7]1[CH2:12][CH2:11][CH:10]([NH:13][C:14]([C:16]2[C:20]([NH:21][C:22](=[O:31])[C:23]3[C:28]([Cl:29])=[CH:27][CH:26]=[CH:25][C:24]=3[Cl:30])=[CH:19][NH:18][N:17]=2)=[O:15])[CH2:9][CH2:8]1)=[O:6].[F-:32].C([N+](CCCC)(CCCC)CCCC)CCC. (6) Reactant: [CH3:1][C:2]([CH:5]([CH2:14][CH2:15][C:16]#[CH:17])[CH2:6][CH2:7][C:8]#[C:9][O:10][SiH:11]([CH3:13])[CH3:12])([CH3:4])[CH3:3].C([Li])CCC.B(F)(F)F.C[CH2:28][O:29][CH2:30]C.[CH:32]([CH:34]1[O:38][CH:37]([CH:39]2[CH2:43][CH2:42][CH:41]([CH:44]([O:55]COC)[CH2:45][CH2:46][CH2:47][CH2:48][CH2:49][CH2:50][CH2:51][CH2:52][CH2:53][CH3:54])[O:40]2)[CH2:36][CH2:35]1)=[O:33].[NH4+].[Cl-]. Product: [CH3:4][C:2]([CH:5]([CH2:14][CH2:15][C:16]#[C:17][CH:32]([O:33][CH2:28][O:29][CH3:30])[CH:34]1[O:38][CH:37]([CH:39]2[CH2:43][CH2:42][CH:41]([CH:44]([OH:55])[CH2:45][CH2:46][CH2:47][CH2:48][CH2:49][CH2:50][CH2:51][CH2:52][CH2:53][CH3:54])[O:40]2)[CH2:36][CH2:35]1)[CH2:6][CH2:7][C:8]#[C:9][O:10][SiH:11]([CH3:12])[CH3:13])([CH3:1])[CH3:3]. The catalyst class is: 1. (7) Reactant: [CH3:1][O:2][C:3]([C:5]1[C:10]([NH:11][C:12]2[CH:17]=[CH:16][CH:15]=[CH:14][C:13]=2[F:18])=[C:9]([F:19])[C:8]([Cl:20])=[C:7](Cl)[N:6]=1)=[O:4].[Si:22]([C:26]#[CH:27])([CH3:25])([CH3:24])[CH3:23].N(C(C)C)C(C)C. Product: [CH3:1][O:2][C:3]([C:5]1[C:10]([NH:11][C:12]2[CH:17]=[CH:16][CH:15]=[CH:14][C:13]=2[F:18])=[C:9]([F:19])[C:8]([Cl:20])=[C:7]([C:27]#[C:26][Si:22]([CH3:25])([CH3:24])[CH3:23])[N:6]=1)=[O:4]. The catalyst class is: 540. (8) Reactant: C[O:2][C:3](=[O:18])[C:4]1[CH:9]=[CH:8][CH:7]=[C:6]([S:10][C:11]2[CH:16]=[CH:15][C:14]([Cl:17])=[CH:13][N:12]=2)[CH:5]=1.[OH-].[Na+]. Product: [Cl:17][C:14]1[CH:15]=[CH:16][C:11]([S:10][C:6]2[CH:5]=[C:4]([CH:9]=[CH:8][CH:7]=2)[C:3]([OH:18])=[O:2])=[N:12][CH:13]=1. The catalyst class is: 200. (9) Reactant: [CH2:1]1[C:3]2([CH2:8][N:7]([C:9]3[C:10]4[CH:17]=[CH:16][NH:15][C:11]=4[N:12]=[CH:13][N:14]=3)[CH2:6][CH2:5][NH:4]2)[CH2:2]1.[S:18](N)([NH2:21])(=[O:20])=[O:19]. Product: [N:12]1[C:11]2[NH:15][CH:16]=[CH:17][C:10]=2[C:9]([N:7]2[CH2:8][C:3]3([CH2:1][CH2:2]3)[N:4]([S:18]([NH2:21])(=[O:20])=[O:19])[CH2:5][CH2:6]2)=[N:14][CH:13]=1. The catalyst class is: 12.